This data is from Catalyst prediction with 721,799 reactions and 888 catalyst types from USPTO. The task is: Predict which catalyst facilitates the given reaction. (1) Reactant: [CH3:1][C@@H:2]1[CH2:7][NH:6][CH2:5][CH2:4][N:3]1[C:8]([O:10][C:11]([CH3:14])([CH3:13])[CH3:12])=[O:9].CN(C)C(=N)N(C)C.Br[CH2:24][C:25]#[N:26].CCOC(C)=O. Product: [C:25]([CH2:24][N:6]1[CH2:5][CH2:4][N:3]([C:8]([O:10][C:11]([CH3:13])([CH3:12])[CH3:14])=[O:9])[C@H:2]([CH3:1])[CH2:7]1)#[N:26]. The catalyst class is: 20. (2) Reactant: [H-].[Na+].[CH2:3]([O:10][C:11]1[CH:12]=[C:13]2[C:17](=[CH:18][CH:19]=1)[NH:16][CH:15]=[CH:14]2)[C:4]1[CH:9]=[CH:8][CH:7]=[CH:6][CH:5]=1.Cl[S:21]([C:24]1[CH:25]=[C:26]([CH:31]=[CH:32][CH:33]=1)[C:27]([O:29][CH3:30])=[O:28])(=[O:23])=[O:22]. Product: [C:4]1([CH2:3][O:10][C:11]2[CH:12]=[C:13]3[C:17](=[CH:18][CH:19]=2)[N:16]([S:21]([C:24]2[CH:25]=[C:26]([CH:31]=[CH:32][CH:33]=2)[C:27]([O:29][CH3:30])=[O:28])(=[O:23])=[O:22])[CH:15]=[CH:14]3)[CH:5]=[CH:6][CH:7]=[CH:8][CH:9]=1. The catalyst class is: 9.